Task: Predict which catalyst facilitates the given reaction.. Dataset: Catalyst prediction with 721,799 reactions and 888 catalyst types from USPTO (1) Reactant: C(=O)([O-])[O-].[K+].[K+].[OH:7][C:8]1[CH:15]=[CH:14][C:11]([CH:12]=[O:13])=[CH:10][C:9]=1[N+:16]([O-:18])=[O:17].[CH2:19](Br)[C:20]1[CH:25]=[CH:24][CH:23]=[CH:22][CH:21]=1.O. Product: [CH2:19]([O:7][C:8]1[CH:15]=[CH:14][C:11]([CH:12]=[O:13])=[CH:10][C:9]=1[N+:16]([O-:18])=[O:17])[C:20]1[CH:25]=[CH:24][CH:23]=[CH:22][CH:21]=1. The catalyst class is: 3. (2) Reactant: [Br:1][C:2]1[CH:10]=[CH:9][C:8]2[NH:7][N:6]=[CH:5][C:4]=2[C:3]=1[C:11]#[N:12].CC#N.[B-](F)(F)(F)[F:17].[B-](F)(F)(F)F.C1[N+]2(CCl)CC[N+](F)(CC2)C1. Product: [Br:1][C:2]1[CH:10]=[CH:9][C:8]2[NH:7][N:6]=[C:5]([F:17])[C:4]=2[C:3]=1[C:11]#[N:12]. The catalyst class is: 52.